Dataset: Forward reaction prediction with 1.9M reactions from USPTO patents (1976-2016). Task: Predict the product of the given reaction. Given the reactants [CH3:1][C:2]1([CH3:12])[O:6][C:5](=[CH:7][C:8](Cl)=[O:9])[C:4](=[O:11])[O:3]1.[CH2:13]([NH:20][O:21][CH2:22][C:23]1[CH:28]=[CH:27][CH:26]=[CH:25][CH:24]=1)[C:14]1[CH:19]=[CH:18][CH:17]=[CH:16][CH:15]=1, predict the reaction product. The product is: [CH2:13]([N:20]([O:21][CH2:22][C:23]1[CH:28]=[CH:27][CH:26]=[CH:25][CH:24]=1)[C:8](=[O:9])[CH:7]=[C:5]1[C:4](=[O:11])[O:3][C:2]([CH3:12])([CH3:1])[O:6]1)[C:14]1[CH:15]=[CH:16][CH:17]=[CH:18][CH:19]=1.